Dataset: Forward reaction prediction with 1.9M reactions from USPTO patents (1976-2016). Task: Predict the product of the given reaction. (1) Given the reactants [F:1][C:2]1[C:7]([C:8]2[CH:9]=[C:10]([CH2:22][N:23](C)[C:24](=O)OC(C)(C)C)[S:11][C:12]=2[S:13]([C:16]2[N:17]([CH3:21])[CH:18]=[CH:19][N:20]=2)(=[O:15])=[O:14])=[CH:6][CH:5]=[CH:4][N:3]=1.C(OCC)(=O)C.[ClH:38], predict the reaction product. The product is: [ClH:38].[F:1][C:2]1[C:7]([C:8]2[CH:9]=[C:10]([CH2:22][NH:23][CH3:24])[S:11][C:12]=2[S:13]([C:16]2[N:17]([CH3:21])[CH:18]=[CH:19][N:20]=2)(=[O:15])=[O:14])=[CH:6][CH:5]=[CH:4][N:3]=1. (2) Given the reactants FC(F)(F)S(O[C:7]1[C:8]([CH3:32])([CH3:31])[NH:9][C:10](=[O:30])[C:11]=1[C:12]1[CH:17]=[CH:16][C:15]([O:18][CH2:19]C2C=CC3C(=CC=CC=3)N=2)=[CH:14][CH:13]=1)(=O)=O.[N:35]1[CH:40]=[CH:39][C:38](B(O)O)=[CH:37][CH:36]=1.C([O-])([O-])=O.[Na+].[Na+], predict the reaction product. The product is: [CH3:32][C:8]1([CH3:31])[NH:9][C:10](=[O:30])[C:11]([C:12]2[CH:13]=[CH:14][C:15]([O:18][CH2:19][C:36]3[CH:37]=[CH:38][C:39]4[C:40](=[CH:8][CH:7]=[CH:11][CH:10]=4)[N:35]=3)=[CH:16][CH:17]=2)=[C:7]1[C:38]1[CH:39]=[CH:40][N:35]=[CH:36][CH:37]=1. (3) Given the reactants [N:1]([CH:4]([CH:6]([C:11]1[CH:16]=[CH:15][CH:14]=[CH:13][CH:12]=1)[CH2:7][CH:8]([CH3:10])[CH3:9])[CH3:5])=[N+]=[N-], predict the reaction product. The product is: [NH2:1][CH:4]([CH:6]([C:11]1[CH:12]=[CH:13][CH:14]=[CH:15][CH:16]=1)[CH2:7][CH:8]([CH3:10])[CH3:9])[CH3:5]. (4) The product is: [C:8]1([CH2:14][C:15]([CH:3]2[C:4](=[O:7])[CH2:5][CH2:6][O:1][CH2:2]2)=[O:16])[CH:13]=[CH:12][CH:11]=[CH:10][CH:9]=1. Given the reactants [O:1]1[CH2:6][CH2:5][C:4](=[O:7])[CH2:3][CH2:2]1.[C:8]1([CH2:14][C:15](Cl)=[O:16])[CH:13]=[CH:12][CH:11]=[CH:10][CH:9]=1, predict the reaction product. (5) Given the reactants [Br:1][C:2]1[CH:7]=[CH:6][CH:5]=[C:4]([Br:8])[C:3]=1[CH2:9]Br.[C:11]([O-:14])(=[O:13])[CH3:12].[K+].CN(C=O)C, predict the reaction product. The product is: [C:11]([O:14][CH2:9][C:3]1[C:4]([Br:8])=[CH:5][CH:6]=[CH:7][C:2]=1[Br:1])(=[O:13])[CH3:12]. (6) Given the reactants C[O:2][C:3](=[O:34])[C@H:4]([CH2:30][CH2:31][S:32][CH3:33])[NH:5][C:6](=[O:29])[C:7]1[CH:12]=[CH:11][C:10]([CH:13]=[CH:14][C:15]2[CH:16]=[N:17][CH:18]=[CH:19][C:20]=2Cl)=[CH:9][C:8]=1[C:22]1[CH:27]=[CH:26][CH:25]=[CH:24][C:23]=1[CH3:28].[CH3:35][O-:36].[Na+:37], predict the reaction product. The product is: [Na+:37].[CH3:35][O:36][C:20]1[CH:19]=[CH:18][N:17]=[CH:16][C:15]=1[CH:14]=[CH:13][C:10]1[CH:11]=[CH:12][C:7]([C:6]([NH:5][C@H:4]([C:3]([O-:34])=[O:2])[CH2:30][CH2:31][S:32][CH3:33])=[O:29])=[C:8]([C:22]2[CH:27]=[CH:26][CH:25]=[CH:24][C:23]=2[CH3:28])[CH:9]=1.